Dataset: Catalyst prediction with 721,799 reactions and 888 catalyst types from USPTO. Task: Predict which catalyst facilitates the given reaction. (1) Reactant: COC1C=CC(C[N:8](CC2C=CC(OC)=CC=2)[C:9]2[N:14]=[C:13]([CH3:15])[N:12]=[C:11]([C:16]3[C:17]([NH:22][C:23]4[CH:24]=[N:25][CH:26]=[C:27]([CH3:29])[CH:28]=4)=[N:18][CH:19]=[CH:20][CH:21]=3)[N:10]=2)=CC=1. Product: [CH3:15][C:13]1[N:12]=[C:11]([C:16]2[C:17]([NH:22][C:23]3[CH:24]=[N:25][CH:26]=[C:27]([CH3:29])[CH:28]=3)=[N:18][CH:19]=[CH:20][CH:21]=2)[N:10]=[C:9]([NH2:8])[N:14]=1. The catalyst class is: 67. (2) Reactant: Br[C:2]1[CH:7]=[CH:6][C:5]([Cl:8])=[C:4]([O:9][CH2:10][CH2:11][O:12][CH3:13])[CH:3]=1.[CH2:14](B1OC(C)(C)C(C)(C)O1)[CH:15]=[CH2:16].[F-].[Cs+]. Product: [CH2:16]([C:2]1[CH:7]=[CH:6][C:5]([Cl:8])=[C:4]([O:9][CH2:10][CH2:11][O:12][CH3:13])[CH:3]=1)[CH:15]=[CH2:14]. The catalyst class is: 176. (3) The catalyst class is: 441. Reactant: [CH3:1][O:2][C:3](=[O:28])[NH:4][CH:5]([C:9]([N:11]1[CH2:15][CH2:14][CH2:13][CH:12]1[C:16]1[NH:17][C:18]([C:21]2[CH:26]=[CH:25][C:24](Br)=[CH:23][CH:22]=2)=[CH:19][N:20]=1)=[O:10])[CH:6]([CH3:8])[CH3:7].[CH3:29][O:30][C:31](=[O:57])[NH:32][CH:33]([C:37]([N:39]1[CH2:43][CH2:42][CH2:41][CH:40]1[C:44]1[NH:45][C:46]([C:49]2[CH:54]=[CH:53][C:52]([C:55]#[CH:56])=[CH:51][CH:50]=2)=[CH:47][N:48]=1)=[O:38])[CH:34]([CH3:36])[CH3:35].C(N(CC)CC)C.N#N. Product: [CH3:1][O:2][C:3](=[O:28])[NH:4][CH:5]([C:9]([N:11]1[CH2:15][CH2:14][CH2:13][CH:12]1[C:16]1[NH:17][C:18]([C:21]2[CH:26]=[CH:25][C:24]([C:56]#[C:55][C:52]3[CH:53]=[CH:54][C:49]([C:46]4[NH:45][C:44]([CH:40]5[CH2:41][CH2:42][CH2:43][N:39]5[C:37](=[O:38])[CH:33]([NH:32][C:31]([O:30][CH3:29])=[O:57])[CH:34]([CH3:36])[CH3:35])=[N:48][CH:47]=4)=[CH:50][CH:51]=3)=[CH:23][CH:22]=2)=[CH:19][N:20]=1)=[O:10])[CH:6]([CH3:8])[CH3:7]. (4) Reactant: N1(O[C:11](=[O:19])[C:12]2[CH:17]=[CH:16][C:15]([NH2:18])=[CH:14][CH:13]=2)C2C=CC=CC=2N=N1.[NH2:20][C:21]1[CH:26]=[CH:25][O:24][CH2:23][CH:22]=1.C(N(CC)CC)C. Product: [NH2:18][C:15]1[CH:14]=[CH:13][C:12]([C:11]([NH:20][CH:21]2[CH2:26][CH2:25][O:24][CH2:23][CH2:22]2)=[O:19])=[CH:17][CH:16]=1. The catalyst class is: 9. (5) Reactant: N1CC[C@H]([N:6]2[CH:10]=[C:9]([C:11]3[N:12]=[C:13]([OH:21])[C:14]4[CH:20]=[CH:19][N:18]=[CH:17][C:15]=4[N:16]=3)[CH:8]=[N:7]2)C1.CC[N:24]([CH:28]([CH3:30])C)[CH:25]([CH3:27])C.[Cl:31][CH2:32][C:33](Cl)=[O:34]. Product: [OH:21][C:13]1[C:14]2[CH:20]=[CH:19][N:18]=[CH:17][C:15]=2[N:16]=[C:11]([C:9]2[C:10]([C@H:30]3[CH2:27][CH2:25][N:24]([C:33](=[O:34])[CH2:32][Cl:31])[CH2:28]3)=[N:6][NH:7][CH:8]=2)[N:12]=1. The catalyst class is: 1. (6) Reactant: Br[C:2]1[CH:3]=[C:4]([NH:10][C:11]2[CH:15]=[C:14]([CH3:16])[N:13]([CH3:17])[N:12]=2)[C:5](=[O:9])[N:6]([CH3:8])[CH:7]=1.[CH3:18][C:19]1([CH3:35])[C:23]([CH3:25])([CH3:24])[O:22][B:21]([B:21]2[O:22][C:23]([CH3:25])([CH3:24])[C:19]([CH3:35])([CH3:18])[O:20]2)[O:20]1.C([O-])(=O)C.[K+].C(Cl)Cl. Product: [CH3:17][N:13]1[C:14]([CH3:16])=[CH:15][C:11]([NH:10][C:4]2[C:5](=[O:9])[N:6]([CH3:8])[CH:7]=[C:2]([B:21]3[O:22][C:23]([CH3:25])([CH3:24])[C:19]([CH3:35])([CH3:18])[O:20]3)[CH:3]=2)=[N:12]1. The catalyst class is: 12. (7) Reactant: [CH3:1][C:2]1[CH:3]=[CH:4][C:5]2[N:6]([CH:8]([C:18](=O)[C:19]([OH:21])=[O:20])[CH:9]([C:11]3[CH:16]=[CH:15][C:14]([CH3:17])=[CH:13][CH:12]=3)[N:10]=2)[CH:7]=1.C(O)COCCO.O.NN.[OH-].[K+]. Product: [CH3:1][C:2]1[CH:3]=[CH:4][C:5]2[N:6]([C:8]([CH2:18][C:19]([OH:21])=[O:20])=[C:9]([C:11]3[CH:16]=[CH:15][C:14]([CH3:17])=[CH:13][CH:12]=3)[N:10]=2)[CH:7]=1. The catalyst class is: 86.